From a dataset of NCI-60 drug combinations with 297,098 pairs across 59 cell lines. Regression. Given two drug SMILES strings and cell line genomic features, predict the synergy score measuring deviation from expected non-interaction effect. (1) Drug 2: C1=CC(=CC=C1C#N)C(C2=CC=C(C=C2)C#N)N3C=NC=N3. Synergy scores: CSS=34.2, Synergy_ZIP=2.61, Synergy_Bliss=0.879, Synergy_Loewe=-7.54, Synergy_HSA=0.960. Cell line: SK-OV-3. Drug 1: C1=CC(=CC=C1CCC2=CNC3=C2C(=O)NC(=N3)N)C(=O)NC(CCC(=O)O)C(=O)O. (2) Drug 1: C1CC(C1)(C(=O)O)C(=O)O.[NH2-].[NH2-].[Pt+2]. Drug 2: CC(C)(C#N)C1=CC(=CC(=C1)CN2C=NC=N2)C(C)(C)C#N. Cell line: HOP-92. Synergy scores: CSS=4.78, Synergy_ZIP=-1.79, Synergy_Bliss=0.535, Synergy_Loewe=-0.565, Synergy_HSA=-0.531.